Dataset: Catalyst prediction with 721,799 reactions and 888 catalyst types from USPTO. Task: Predict which catalyst facilitates the given reaction. (1) Reactant: [CH2:1]([O:8][C@H:9]([CH3:22])[C@@H:10]([NH:17][C:18](=O)[CH2:19]Cl)[CH2:11][NH:12][C:13](=O)[CH2:14]Cl)[C:2]1[CH:7]=[CH:6][CH:5]=[CH:4][CH:3]=1.B.C1COCC1.CO.CN(C=O)C. Product: [CH2:1]([O:8][C@@H:9]([C@@H:10]1[CH2:11][N:12]2[CH2:19][CH2:18][N:17]1[CH2:14][CH2:13]2)[CH3:22])[C:2]1[CH:7]=[CH:6][CH:5]=[CH:4][CH:3]=1. The catalyst class is: 1. (2) Reactant: C([O:3][C:4](=[O:20])/[CH:5]=[CH:6]/[C:7]1[CH:12]=[C:11]([O:13][C:14]([F:17])([F:16])[F:15])[C:10]([Cl:18])=[CH:9][C:8]=1[NH2:19])C.[OH-].[Na+]. Product: [NH2:19][C:8]1[CH:9]=[C:10]([Cl:18])[C:11]([O:13][C:14]([F:17])([F:15])[F:16])=[CH:12][C:7]=1/[CH:6]=[CH:5]/[C:4]([OH:20])=[O:3]. The catalyst class is: 88.